From a dataset of Catalyst prediction with 721,799 reactions and 888 catalyst types from USPTO. Predict which catalyst facilitates the given reaction. Reactant: [Cl:1][C:2]1[CH:7]=[CH:6][CH:5]=[C:4]([CH3:8])[C:3]=1[C:9]([F:16])([F:15])[C:10]([O:12][CH2:13][CH3:14])=[O:11].C1C(=O)N([Br:24])C(=O)C1.C(OOC(=O)C1C=CC=CC=1)(=O)C1C=CC=CC=1. Product: [Br:24][CH2:8][C:4]1[CH:5]=[CH:6][CH:7]=[C:2]([Cl:1])[C:3]=1[C:9]([F:15])([F:16])[C:10]([O:12][CH2:13][CH3:14])=[O:11]. The catalyst class is: 53.